Dataset: Forward reaction prediction with 1.9M reactions from USPTO patents (1976-2016). Task: Predict the product of the given reaction. (1) Given the reactants Cl[C:2]1[N:3]([CH2:10][C:11]([OH:27])([CH3:26])[CH2:12][N:13]([CH3:25])[C:14](=[O:24])[O:15][CH2:16][C:17]2[CH:22]=[CH:21][C:20]([F:23])=[CH:19][CH:18]=2)[CH:4]=[C:5]([N+:7]([O-:9])=[O:8])[N:6]=1.[H-].[Na+], predict the reaction product. The product is: [CH3:25][N:13]([CH2:12][C:11]1([CH3:26])[O:27][C:2]2=[N:6][C:5]([N+:7]([O-:9])=[O:8])=[CH:4][N:3]2[CH2:10]1)[C:14](=[O:24])[O:15][CH2:16][C:17]1[CH:22]=[CH:21][C:20]([F:23])=[CH:19][CH:18]=1. (2) Given the reactants [CH2:1]([O:3][C:4]([C:6]1[C:11](=[O:12])[N:10]([CH2:13][C:14]2[CH:19]=[CH:18][CH:17]=[C:16]([F:20])[CH:15]=2)[C:9]2[CH:21]=[CH:22][S:23][C:8]=2[C:7]=1O)=[O:5])[CH3:2].C(Cl)(=O)C([Cl:28])=O.[Na+].[Cl-], predict the reaction product. The product is: [CH2:1]([O:3][C:4]([C:6]1[C:11](=[O:12])[N:10]([CH2:13][C:14]2[CH:19]=[CH:18][CH:17]=[C:16]([F:20])[CH:15]=2)[C:9]2[CH:21]=[CH:22][S:23][C:8]=2[C:7]=1[Cl:28])=[O:5])[CH3:2]. (3) Given the reactants CCN(C(C)C)C(C)C.[CH3:10][O:11][C:12]1[C:20]2[O:19][C:18]([C:21]([OH:23])=O)=[CH:17][C:16]=2[CH:15]=[CH:14][CH:13]=1.CN(C(ON1N=NC2C=CC=NC1=2)=[N+](C)C)C.F[P-](F)(F)(F)(F)F.[N:48]1[C:49]([C:57]2[CH:58]=[C:59]([NH2:63])[CH:60]=[CH:61][CH:62]=2)=[CH:50][N:51]2[CH:56]=[CH:55][CH:54]=[CH:53][C:52]=12, predict the reaction product. The product is: [N:48]1[C:49]([C:57]2[CH:58]=[C:59]([NH:63][C:21]([C:18]3[O:19][C:20]4[C:12]([O:11][CH3:10])=[CH:13][CH:14]=[CH:15][C:16]=4[CH:17]=3)=[O:23])[CH:60]=[CH:61][CH:62]=2)=[CH:50][N:51]2[CH:56]=[CH:55][CH:54]=[CH:53][C:52]=12. (4) Given the reactants [CH:1]1(/[C:7](/[CH2:14][CH3:15])=[CH:8]/[C:9](OCC)=[O:10])[CH2:6][CH2:5][CH2:4][CH2:3][CH2:2]1.[H-].[Al+3].[Li+].[H-].[H-].[H-], predict the reaction product. The product is: [CH:1]1(/[C:7](/[CH2:14][CH3:15])=[CH:8]/[CH2:9][OH:10])[CH2:6][CH2:5][CH2:4][CH2:3][CH2:2]1. (5) The product is: [ClH:10].[CH:1]([N:4]1[CH2:9][CH2:8][N:7]([C:11]2[CH:20]=[CH:19][C:18]3[C:13](=[CH:14][CH:15]=[C:16]([OH:21])[CH:17]=3)[N:12]=2)[CH2:6][CH2:5]1)([CH3:3])[CH3:2]. Given the reactants [CH:1]([N:4]1[CH2:9][CH2:8][NH:7][CH2:6][CH2:5]1)([CH3:3])[CH3:2].[Cl:10][C:11]1[CH:20]=[CH:19][C:18]2[C:13](=[CH:14][CH:15]=[C:16]([OH:21])[CH:17]=2)[N:12]=1, predict the reaction product. (6) Given the reactants [OH:1][CH2:2][CH2:3][CH2:4][CH2:5][CH2:6][CH2:7][NH:8][C:9](=[O:15])[O:10][C:11]([CH3:14])([CH3:13])[CH3:12].CC(OI1(OC(C)=O)(OC(C)=O)OC(=O)C2C=CC=CC1=2)=O.C(=O)(O)[O-].[Na+].C(OCC)(=O)C, predict the reaction product. The product is: [O:1]=[CH:2][CH2:3][CH2:4][CH2:5][CH2:6][CH2:7][NH:8][C:9](=[O:15])[O:10][C:11]([CH3:13])([CH3:12])[CH3:14]. (7) Given the reactants [OH:1][C:2]1[CH:3]=[C:4]([CH:9]=[CH:10][C:11]=1[OH:12])[C:5]([O:7][CH3:8])=[O:6].S(Cl)([Cl:16])(=O)=O, predict the reaction product. The product is: [Cl:16][C:10]1[CH:9]=[C:4]([CH:3]=[C:2]([OH:1])[C:11]=1[OH:12])[C:5]([O:7][CH3:8])=[O:6].